Dataset: Forward reaction prediction with 1.9M reactions from USPTO patents (1976-2016). Task: Predict the product of the given reaction. (1) Given the reactants [OH-].[K+].[N:3]1[CH:8]=[CH:7][CH:6]=[CH:5][C:4]=1[CH2:9][OH:10].[S:11](Cl)([C:14]1[CH:20]=[CH:19][C:17]([CH3:18])=[CH:16][CH:15]=1)(=[O:13])=[O:12], predict the reaction product. The product is: [N:3]1[CH:8]=[CH:7][CH:6]=[CH:5][C:4]=1[CH2:9][O:10][S:11]([C:14]1[CH:20]=[CH:19][C:17]([CH3:18])=[CH:16][CH:15]=1)(=[O:13])=[O:12]. (2) Given the reactants [Br:1][C:2]1[CH:10]=[CH:9][C:8]([F:11])=[C:7]2[C:3]=1[C:4]([F:14])([F:13])[C:5](=[O:12])[NH:6]2.Br[CH2:16][C:17]1[CH:22]=[CH:21][N:20]=[C:19]([C:23]#[N:24])[CH:18]=1.C(=O)([O-])[O-].[K+].[K+], predict the reaction product. The product is: [Br:1][C:2]1[CH:10]=[CH:9][C:8]([F:11])=[C:7]2[C:3]=1[C:4]([F:13])([F:14])[C:5](=[O:12])[N:6]2[CH2:16][C:17]1[CH:22]=[CH:21][N:20]=[C:19]([C:23]#[N:24])[CH:18]=1. (3) Given the reactants Cl[C:2]1[C:11]2[N:12]=[C:13]([CH2:29][O:30][CH2:31][CH3:32])[N:14]([CH2:15][CH2:16][CH2:17][C:18]3[O:22][N:21]=[C:20]([C:23]4[CH:24]=[N:25][CH:26]=[CH:27][CH:28]=4)[CH:19]=3)[C:10]=2[C:9]2[CH:8]=[CH:7][CH:6]=[CH:5][C:4]=2[N:3]=1.[NH3:33], predict the reaction product. The product is: [CH2:31]([O:30][CH2:29][C:13]1[N:14]([CH2:15][CH2:16][CH2:17][C:18]2[O:22][N:21]=[C:20]([C:23]3[CH:24]=[N:25][CH:26]=[CH:27][CH:28]=3)[CH:19]=2)[C:10]2[C:9]3[CH:8]=[CH:7][CH:6]=[CH:5][C:4]=3[N:3]=[C:2]([NH2:33])[C:11]=2[N:12]=1)[CH3:32]. (4) Given the reactants Cl.[NH2:2][OH:3].[OH-].[K+].[CH:6]1([NH:9][C:10](=[O:38])[C:11]([C:31]2[CH:36]=[CH:35][C:34]([F:37])=[CH:33][CH:32]=2)=[CH:12][C:13]2[CH:30]=[CH:29][C:16]([C:17]([NH:19][CH2:20][CH2:21][CH2:22][CH2:23][CH2:24][C:25](OC)=[O:26])=[O:18])=[CH:15][CH:14]=2)[CH2:8][CH2:7]1, predict the reaction product. The product is: [CH:6]1([NH:9][C:10](=[O:38])[C:11]([C:31]2[CH:32]=[CH:33][C:34]([F:37])=[CH:35][CH:36]=2)=[CH:12][C:13]2[CH:30]=[CH:29][C:16]([C:17]([NH:19][CH2:20][CH2:21][CH2:22][CH2:23][CH2:24][C:25]([NH:2][OH:3])=[O:26])=[O:18])=[CH:15][CH:14]=2)[CH2:8][CH2:7]1. (5) Given the reactants [N+:1]([C:4]1[C:9]([CH:10]=[CH2:11])=[CH:8][CH:7]=[CH:6][N:5]=1)([O-:3])=[O:2].[O:12]1CCCC1, predict the reaction product. The product is: [OH:12][CH2:11][CH2:10][C:9]1[C:4]([N+:1]([O-:3])=[O:2])=[N:5][CH:6]=[CH:7][CH:8]=1. (6) Given the reactants [Br:1][C:2]1[CH:7]=[CH:6][C:5]([CH2:8][CH:9]=[O:10])=[CH:4][CH:3]=1.[CH2:11](O)[CH2:12][CH2:13][OH:14].O.C1(C)C=CC(S(O)(=O)=O)=CC=1, predict the reaction product. The product is: [Br:1][C:2]1[CH:7]=[CH:6][C:5]([CH2:8][CH:9]2[O:14][CH2:13][CH2:12][CH2:11][O:10]2)=[CH:4][CH:3]=1. (7) Given the reactants [CH3:1][O:2][C:3]1[C:8]([O:9][CH3:10])=[C:7]([O:11][CH3:12])[CH:6]=[C:5]([CH3:13])[C:4]=1[CH:14]([C:16]1[C:21]([Cl:22])=[CH:20][N:19]=[C:18]([Cl:23])[C:17]=1[Cl:24])[OH:15], predict the reaction product. The product is: [CH3:1][O:2][C:3]1[C:8]([O:9][CH3:10])=[C:7]([O:11][CH3:12])[CH:6]=[C:5]([CH3:13])[C:4]=1[C:14]([C:16]1[C:21]([Cl:22])=[CH:20][N:19]=[C:18]([Cl:23])[C:17]=1[Cl:24])=[O:15].